From a dataset of Forward reaction prediction with 1.9M reactions from USPTO patents (1976-2016). Predict the product of the given reaction. (1) Given the reactants [C:1]([O:5][C:6]([N:8]1[CH2:13][CH2:12][CH:11]([C@H:14]([CH3:29])[CH2:15][CH2:16][O:17][C:18]2[CH:23]=[CH:22][C:21]([C:24]([O:26]C)=[O:25])=[C:20]([CH3:28])[CH:19]=2)[CH2:10][CH2:9]1)=[O:7])([CH3:4])([CH3:3])[CH3:2].O[Li].O, predict the reaction product. The product is: [C:1]([O:5][C:6]([N:8]1[CH2:9][CH2:10][CH:11]([C@H:14]([CH3:29])[CH2:15][CH2:16][O:17][C:18]2[CH:23]=[CH:22][C:21]([C:24]([OH:26])=[O:25])=[C:20]([CH3:28])[CH:19]=2)[CH2:12][CH2:13]1)=[O:7])([CH3:3])([CH3:4])[CH3:2]. (2) Given the reactants [C:1]([O:4][CH2:5][C@H:6]([N:8]1[CH:17]=[CH:16][C:15]2[C:10](=[CH:11][CH:12]=[C:13]([CH3:21])[C:14]=2[N+:18]([O-])=O)[C:9]1=[O:22])[CH3:7])(=[O:3])[CH3:2].C(O)C.[Cl-].[NH4+].O, predict the reaction product. The product is: [C:1]([O:4][CH2:5][C@H:6]([N:8]1[CH:17]=[CH:16][C:15]2[C:10](=[CH:11][CH:12]=[C:13]([CH3:21])[C:14]=2[NH2:18])[C:9]1=[O:22])[CH3:7])(=[O:3])[CH3:2].